This data is from Full USPTO retrosynthesis dataset with 1.9M reactions from patents (1976-2016). The task is: Predict the reactants needed to synthesize the given product. (1) Given the product [CH3:32][N:33]1[C:24](=[O:26])[C:4]2[C:3](=[C:12]([O:13][C:14]3[CH:19]=[CH:18][C:17]([S:20]([CH3:23])(=[O:22])=[O:21])=[CH:16][CH:15]=3)[CH:11]=[C:6]([C:7]([O:9][CH3:10])=[O:8])[CH:5]=2)[CH2:1]1, predict the reactants needed to synthesize it. The reactants are: [CH:1]([C:3]1[C:12]([O:13][C:14]2[CH:19]=[CH:18][C:17]([S:20]([CH3:23])(=[O:22])=[O:21])=[CH:16][CH:15]=2)=[CH:11][C:6]([C:7]([O:9][CH3:10])=[O:8])=[CH:5][C:4]=1[C:24]([O:26]C)=O)=O.Cl.NC.[BH3-][C:32]#[N:33].[Na+]. (2) Given the product [CH2:41]([O:40][C:38](=[O:39])[CH:37]([NH:43][C:7]([C:2]1[CH:3]=[N:4][CH:5]=[CH:6][N:1]=1)=[O:9])[C:36]([O:35][CH2:33][CH3:34])=[O:44])[CH3:42], predict the reactants needed to synthesize it. The reactants are: [N:1]1[CH:6]=[CH:5][N:4]=[CH:3][C:2]=1[C:7]([OH:9])=O.Cl.C(N=C=NCCCN(C)C)C.ON1C2C=CC=CC=2N=N1.Cl.[CH2:33]([O:35][C:36](=[O:44])[CH:37]([NH2:43])[C:38]([O:40][CH2:41][CH3:42])=[O:39])[CH3:34]. (3) Given the product [CH:1]([C:3]1[CH:4]=[C:5]([S:20]([NH:23][C:31](=[O:32])[CH2:30][C:24]2[CH:29]=[CH:28][CH:27]=[CH:26][CH:25]=2)(=[O:22])=[O:21])[CH:6]=[C:7]([C:11]2[CH:16]=[CH:15][CH:14]=[C:13]([N+:17]([O-:19])=[O:18])[CH:12]=2)[C:8]=1[O:9][CH3:10])=[O:2], predict the reactants needed to synthesize it. The reactants are: [CH:1]([C:3]1[CH:4]=[C:5]([S:20]([NH2:23])(=[O:22])=[O:21])[CH:6]=[C:7]([C:11]2[CH:16]=[CH:15][CH:14]=[C:13]([N+:17]([O-:19])=[O:18])[CH:12]=2)[C:8]=1[O:9][CH3:10])=[O:2].[C:24]1([CH2:30][C:31](Cl)=[O:32])[CH:29]=[CH:28][CH:27]=[CH:26][CH:25]=1.